Dataset: Full USPTO retrosynthesis dataset with 1.9M reactions from patents (1976-2016). Task: Predict the reactants needed to synthesize the given product. (1) Given the product [CH:24]1([N:22]([CH3:23])[C:4]2[C:5]([CH3:21])=[C:6]([CH:20]=[C:2]([C:41]3[CH:40]=[N:39][N:38]([CH2:37][CH2:36][N:33]4[CH2:34][CH2:35][O:30][CH2:31][CH2:32]4)[CH:42]=3)[CH:3]=2)[C:7]([NH:9][CH2:10][C:11]2[C:12](=[O:19])[NH:13][C:14]([CH3:18])=[CH:15][C:16]=2[CH3:17])=[O:8])[CH2:29][CH2:28][CH2:27][CH2:26][CH2:25]1, predict the reactants needed to synthesize it. The reactants are: Br[C:2]1[CH:3]=[C:4]([N:22]([CH:24]2[CH2:29][CH2:28][CH2:27][CH2:26][CH2:25]2)[CH3:23])[C:5]([CH3:21])=[C:6]([CH:20]=1)[C:7]([NH:9][CH2:10][C:11]1[C:12](=[O:19])[NH:13][C:14]([CH3:18])=[CH:15][C:16]=1[CH3:17])=[O:8].[O:30]1[CH2:35][CH2:34][N:33]([CH2:36][CH2:37][N:38]2[CH:42]=[C:41](B(O)O)[CH:40]=[N:39]2)[CH2:32][CH2:31]1.C([O-])([O-])=O.[Na+].[Na+]. (2) Given the product [CH3:1][N:2]1[CH2:3][CH2:4][N:5]([C:8]2[CH:13]=[CH:12][C:11]([N+:14]([O-:16])=[O:15])=[CH:10][C:9]=2[C:17]([O:21][CH3:22])=[O:18])[CH2:6][CH2:7]1, predict the reactants needed to synthesize it. The reactants are: [CH3:1][N:2]1[CH2:7][CH2:6][N:5]([C:8]2[CH:13]=[CH:12][C:11]([N+:14]([O-:16])=[O:15])=[CH:10][C:9]=2[CH2:17][OH:18])[CH2:4][CH2:3]1.[Cl-].[NH4+].[OH2:21].[CH3:22]O. (3) Given the product [N:5]1[C:9]2[CH:10]=[CH:11][C:12]([C:14]([O:16][CH3:17])=[O:15])=[CH:13][C:8]=2[NH:7][CH:6]=1, predict the reactants needed to synthesize it. The reactants are: S(Cl)(Cl)=O.[N:5]1[C:9]2[CH:10]=[CH:11][C:12]([C:14]([OH:16])=[O:15])=[CH:13][C:8]=2[NH:7][CH:6]=1.[CH3:17]O. (4) The reactants are: C([Li])CCC.C(NC(C)C)(C)C.[CH3:13][C:14]1[CH:19]=[C:18]([CH3:20])[N:17]=[C:16]([S:21][CH3:22])[N:15]=1.CON(C)[C:26](=[O:28])[CH3:27]. Given the product [CH3:20][C:18]1[N:17]=[C:16]([S:21][CH3:22])[N:15]=[C:14]([CH2:13][C:26](=[O:28])[CH3:27])[CH:19]=1, predict the reactants needed to synthesize it. (5) Given the product [Cl:1][C:2]1[CH:7]=[C:6]([F:8])[CH:5]=[CH:4][C:3]=1[CH2:9][NH:10][C:27](=[O:29])[C@@H:26]1[CH2:30][C:31]([CH2:41][C:42]2[CH:47]=[CH:46][CH:45]=[CH:44][CH:43]=2)([CH2:34][C:35]2[CH:36]=[CH:37][CH:38]=[CH:39][CH:40]=2)[C:32](=[O:33])[N:25]1[CH2:23][CH3:24].[CH2:23]([N:25]1[C:32](=[O:33])[C:31]([CH2:41][C:42]2[CH:47]=[CH:46][CH:45]=[CH:44][CH:43]=2)([CH2:34][C:35]2[CH:36]=[CH:37][CH:38]=[CH:39][CH:40]=2)[CH2:30][C@H:26]1[C:27]([OH:29])=[O:28])[CH3:24].[CH2:61]([N:63]1[CH:67]([CH2:68][O:69][C:70]([C:83]2[CH:88]=[CH:87][CH:86]=[CH:85][CH:84]=2)([C:77]2[CH:78]=[CH:79][CH:80]=[CH:81][CH:82]=2)[C:71]2[CH:76]=[CH:75][CH:74]=[CH:73][CH:72]=2)[CH2:66][C:65]([CH3:96])([CH3:89])[C:64]1=[O:103])[CH3:62], predict the reactants needed to synthesize it. The reactants are: [Cl:1][C:2]1[CH:7]=[C:6]([F:8])[CH:5]=[CH:4][C:3]=1[CH2:9][NH:10]C(=O)[C@@H]1CC(C)(C)C(=O)N1CC.[CH2:23]([N:25]1[C:32](=[O:33])[C:31]([CH2:41][C:42]2[CH:47]=[CH:46][CH:45]=[CH:44][CH:43]=2)([CH2:34][C:35]2[CH:40]=[CH:39][CH:38]=[CH:37][CH:36]=2)[CH2:30][C@H:26]1[C:27]([OH:29])=[O:28])[CH3:24].C(N1C(=O)C(C)(C)C[C@H]1C(O)=O)C.[CH2:61]([N:63]1[CH:67]([CH2:68][O:69][C:70]([C:83]2[CH:88]=[CH:87][CH:86]=[CH:85][CH:84]=2)([C:77]2[CH:82]=[CH:81][CH:80]=[CH:79][CH:78]=2)[C:71]2[CH:76]=[CH:75][CH:74]=[CH:73][CH:72]=2)[CH2:66][C:65]([CH2:96]C2C=CC=CC=2)([CH2:89]C2C=CC=CC=2)[C:64]1=[O:103])[CH3:62]. (6) Given the product [CH2:1]([O:8][C:9]1[C:14](=[O:15])[CH:13]=[CH:12][NH:11][C:10]=1[C:26]([N:28]([CH2:29][C:30]1[CH:35]=[CH:34][C:33]([F:36])=[CH:32][CH:31]=1)[CH2:37][CH2:38][OH:39])=[O:27])[C:2]1[CH:3]=[CH:4][CH:5]=[CH:6][CH:7]=1, predict the reactants needed to synthesize it. The reactants are: [CH2:1]([O:8][C:9]1[C:10]([C:26]([N:28]([CH2:37][CH2:38][O:39][Si](C(C)(C)C)(C)C)[CH2:29][C:30]2[CH:35]=[CH:34][C:33]([F:36])=[CH:32][CH:31]=2)=[O:27])=[N:11][CH:12]=[CH:13][C:14]=1[O:15]CC1C=CC(OCC)=CC=1)[C:2]1[CH:7]=[CH:6][CH:5]=[CH:4][CH:3]=1.Cl.[OH-].[Na+]. (7) Given the product [Br:1][C:2]1[CH:11]=[C:10]2[C:5]([C:6]([C:12]3[C:16]([C:17]4[CH:22]=[CH:21][CH:20]=[CH:19][N:18]=4)=[N:15][N:14]4[CH2:23][CH2:24][CH:25]([OH:33])[C:13]=34)=[CH:7][CH:8]=[N:9]2)=[CH:4][CH:3]=1, predict the reactants needed to synthesize it. The reactants are: [Br:1][C:2]1[CH:11]=[C:10]2[C:5]([C:6]([C:12]3[C:16]([C:17]4[CH:22]=[CH:21][CH:20]=[CH:19][N:18]=4)=[N:15][N:14]4[CH2:23][CH2:24][CH:25](Cl)[C:13]=34)=[CH:7][CH:8]=[N:9]2)=[CH:4][CH:3]=1.CN1C(=[O:33])CCC1.